This data is from Catalyst prediction with 721,799 reactions and 888 catalyst types from USPTO. The task is: Predict which catalyst facilitates the given reaction. Reactant: [Br:1][C:2]1[C:3]([O:23][CH3:24])=[CH:4][C:5]([O:21]C)=[C:6]([C:8](=[O:20])[CH2:9][C:10]2[CH:19]=[CH:18][C:13]([C:14]([O:16][CH3:17])=[O:15])=[CH:12][CH:11]=2)[CH:7]=1.[Al+3].[Cl-].[Cl-].[Cl-]. Product: [Br:1][C:2]1[C:3]([O:23][CH3:24])=[CH:4][C:5]([OH:21])=[C:6]([C:8](=[O:20])[CH2:9][C:10]2[CH:11]=[CH:12][C:13]([C:14]([O:16][CH3:17])=[O:15])=[CH:18][CH:19]=2)[CH:7]=1. The catalyst class is: 2.